From a dataset of Reaction yield outcomes from USPTO patents with 853,638 reactions. Predict the reaction yield, written as a fraction of the theoretical maximum amount of product (1.0 means a 100% yield; for example, 0.34 means a 34% yield). (1) The reactants are [CH2:1]([N:6]1[C:14]2[N:13]=[CH:12][NH:11][C:10]=2[C:9](=[O:15])[N:8]2[C:16]([CH2:19][CH2:20][CH2:21][N:22]3[CH:26]=[C:25]([C:27]4[CH:32]=[CH:31][CH:30]=[CH:29][CH:28]=4)[CH:24]=[N:23]3)=[N:17][N:18]=[C:7]12)[CH2:2][CH2:3][CH2:4][CH3:5].[Br:33]N1C(=O)CCC1=O. The catalyst is C1COCC1. The product is [Br:33][C:12]1[NH:11][C:10]2[C:9](=[O:15])[N:8]3[C:16]([CH2:19][CH2:20][CH2:21][N:22]4[CH:26]=[C:25]([C:27]5[CH:32]=[CH:31][CH:30]=[CH:29][CH:28]=5)[CH:24]=[N:23]4)=[N:17][N:18]=[C:7]3[N:6]([CH2:1][CH2:2][CH2:3][CH2:4][CH3:5])[C:14]=2[N:13]=1. The yield is 0.380. (2) The reactants are [CH:1]1[C:11]2[CH:10]=[CH:9][C:8]3[CH:12]=[CH:13][CH:14]=[CH:15][C:7]=3[CH:6]([O:16][CH2:17][CH2:18][OH:19])[C:5]=2[CH:4]=[CH:3][CH:2]=1.C(P(CCCC)CCCC)CCC.[CH2:33]([O:35][C:36](=[O:49])[CH:37]([O:46][CH2:47][CH3:48])[CH2:38][C:39]1[CH:44]=[CH:43][C:42](O)=[CH:41][CH:40]=1)[CH3:34].O. The catalyst is C1C=CC=CC=1. The product is [CH2:33]([O:35][C:36](=[O:49])[CH:37]([O:46][CH2:47][CH3:48])[CH2:38][C:39]1[CH:44]=[CH:43][C:42]([O:19][CH2:18][CH2:17][O:16][CH:6]2[C:7]3[CH:15]=[CH:14][CH:13]=[CH:12][C:8]=3[CH:9]=[CH:10][C:11]3[CH:1]=[CH:2][CH:3]=[CH:4][C:5]2=3)=[CH:41][CH:40]=1)[CH3:34]. The yield is 0.470. (3) The catalyst is CN(C)C=O. The reactants are [C:1]([N:5]1[C:9]([OH:10])=[CH:8][C:7]([C:11]([F:14])([F:13])[F:12])=[N:6]1)([CH3:4])([CH3:3])[CH3:2].C(=O)([O-])[O-].[K+].[K+].Cl[CH:22]([F:24])[F:23].O. The yield is 0.837. The product is [C:1]([N:5]1[C:9]([O:10][CH:22]([F:24])[F:23])=[CH:8][C:7]([C:11]([F:13])([F:14])[F:12])=[N:6]1)([CH3:4])([CH3:2])[CH3:3].